The task is: Predict the product of the given reaction.. This data is from Forward reaction prediction with 1.9M reactions from USPTO patents (1976-2016). (1) Given the reactants [CH3:1][C:2]1[C:3]([CH2:9][NH:10][CH2:11][C:12]2[C:17]([CH:18]([CH3:20])[CH3:19])=[CH:16][CH:15]=[CH:14][N:13]=2)=[N:4][CH:5]=[C:6]([CH3:8])[CH:7]=1.[OH:21][N:22]1[CH2:26][CH2:25][N:24]([CH2:27][CH2:28][CH2:29][CH:30]=O)[C:23]1=[O:32].[BH-](OC(C)=O)(OC(C)=O)OC(C)=O.[Na+], predict the reaction product. The product is: [CH3:1][C:2]1[C:3]([CH2:9][N:10]([CH2:11][C:12]2[C:17]([CH:18]([CH3:20])[CH3:19])=[CH:16][CH:15]=[CH:14][N:13]=2)[CH2:30][CH2:29][CH2:28][CH2:27][N:24]2[CH2:25][CH2:26][N:22]([OH:21])[C:23]2=[O:32])=[N:4][CH:5]=[C:6]([CH3:8])[CH:7]=1. (2) The product is: [CH3:1][N:2]([CH3:24])[CH2:3][CH2:4][NH:5][S:6]([CH:9]1[CH2:13][CH2:12][NH:11][CH2:10]1)(=[O:8])=[O:7]. Given the reactants [CH3:1][N:2]([CH3:24])[CH2:3][CH2:4][NH:5][S:6]([CH:9]1[CH2:13][CH2:12][N:11](C(OCC2C=CC=CC=2)=O)[CH2:10]1)(=[O:8])=[O:7], predict the reaction product. (3) Given the reactants [CH3:1][O:2][C:3]1[CH:23]=[CH:22][C:6]([C:7]([NH:9][C:10]2[S:11][C:12]3[CH:18]=[CH:17][C:16]([N+:19]([O-])=O)=[CH:15][C:13]=3[N:14]=2)=[O:8])=[CH:5][CH:4]=1.Cl, predict the reaction product. The product is: [NH2:19][C:16]1[CH:17]=[CH:18][C:12]2[S:11][C:10]([NH:9][C:7](=[O:8])[C:6]3[CH:22]=[CH:23][C:3]([O:2][CH3:1])=[CH:4][CH:5]=3)=[N:14][C:13]=2[CH:15]=1. (4) Given the reactants [O:1]=[C:2]1[CH:25]=[C:24]([CH:26]2[CH2:31][CH2:30][N:29](C(OC(C)(C)C)=O)[CH2:28][CH2:27]2)[N:5]2[N:6]=[C:7]3[C:12]([C:11]([C:13]4[N:17](C5CCCCO5)[CH:16]=[N:15][CH:14]=4)=[CH:10][CH:9]=[CH:8]3)=[C:4]2[NH:3]1.[ClH:39], predict the reaction product. The product is: [ClH:39].[NH:17]1[C:13]([C:11]2[C:12]3[C:7]([CH:8]=[CH:9][CH:10]=2)=[N:6][N:5]2[C:24]([CH:26]4[CH2:31][CH2:30][NH:29][CH2:28][CH2:27]4)=[CH:25][C:2](=[O:1])[NH:3][C:4]=32)=[CH:14][N:15]=[CH:16]1.